The task is: Predict the product of the given reaction.. This data is from Forward reaction prediction with 1.9M reactions from USPTO patents (1976-2016). (1) Given the reactants Br[C:2]1[C:3]2[N:4]([N:9]=[C:10]([NH2:12])[N:11]=2)[CH:5]=[C:6]([CH3:8])[CH:7]=1.[O:13]1[CH2:18][CH2:17][N:16]([C:19]2[CH:24]=[CH:23][C:22](B(O)O)=[CH:21][CH:20]=2)[CH2:15][CH2:14]1, predict the reaction product. The product is: [CH3:8][C:6]1[CH:7]=[C:2]([C:22]2[CH:21]=[CH:20][C:19]([N:16]3[CH2:15][CH2:14][O:13][CH2:18][CH2:17]3)=[CH:24][CH:23]=2)[C:3]2[N:4]([N:9]=[C:10]([NH2:12])[N:11]=2)[CH:5]=1. (2) Given the reactants [Cl:1][C:2]1[CH:3]=[N+:4]([O-:42])[CH:5]=[C:6]([Cl:41])[C:7]=1[CH2:8][C@@H:9]([C:26]1[CH:31]=[CH:30][C:29]([O:32][CH:33]([F:35])[F:34])=[C:28]([O:36][CH2:37][CH:38]2[CH2:40][CH2:39]2)[CH:27]=1)[O:10][C:11](=[O:25])[CH2:12][N:13]1[C:22]2[C:17](=[CH:18][CH:19]=[CH:20][CH:21]=2)[NH:16][C:15](=[O:23])[C:14]1=[O:24].Cl[CH2:44][CH2:45][N:46]1[CH2:51][CH2:50][O:49][CH2:48][CH2:47]1.C(=O)([O-])[O-].[K+].[K+], predict the reaction product. The product is: [Cl:1][C:2]1[CH:3]=[N+:4]([O-:42])[CH:5]=[C:6]([Cl:41])[C:7]=1[CH2:8][C@@H:9]([C:26]1[CH:31]=[CH:30][C:29]([O:32][CH:33]([F:35])[F:34])=[C:28]([O:36][CH2:37][CH:38]2[CH2:39][CH2:40]2)[CH:27]=1)[O:10][C:11](=[O:25])[CH2:12][N:13]1[C:22]2[C:17](=[CH:18][CH:19]=[CH:20][CH:21]=2)[N:16]([CH2:44][CH2:45][N:46]2[CH2:51][CH2:50][O:49][CH2:48][CH2:47]2)[C:15](=[O:23])[C:14]1=[O:24]. (3) Given the reactants [NH2:1][C:2]1[CH:10]=[C:9]([Cl:11])[CH:8]=[CH:7][C:3]=1[C:4]([O-:6])=O.[CH2:12]([OH:18])[CH2:13][CH2:14][CH2:15][CH2:16][CH3:17].C1(C)C=CC(S(O)(=O)=[O:26])=CC=1, predict the reaction product. The product is: [Cl:11][C:9]1[CH:10]=[C:2]2[C:3](=[CH:7][CH:8]=1)[C:4](=[O:6])[C:17]1[C:12]([OH:18])=[CH:13][C:14]([OH:26])=[CH:15][C:16]=1[NH:1]2. (4) Given the reactants C1(COC2C=CC3C=[C:11]([C@H:13]4[CH2:18][CH2:17][C@H:16]([O:19][CH2:20][C:21](N5CCOCC5)=[O:22])[CH2:15][CH2:14]4)[O:12]C=3C=2)CC1.[CH3:31][Mg]Br.[C:34]1([CH3:40])[CH:39]=[CH:38][CH:37]=[CH:36][CH:35]=1.[CH2:41]1[CH2:45][O:44][CH2:43][CH2:42]1, predict the reaction product. The product is: [CH:41]1([CH2:45][O:44][C:37]2[CH:38]=[CH:39][C:34]3[CH:40]=[C:11]([C@H:13]4[CH2:14][CH2:15][C@H:16]([O:19][CH2:20][C:21](=[O:22])[CH3:31])[CH2:17][CH2:18]4)[O:12][C:35]=3[CH:36]=2)[CH2:42][CH2:43]1. (5) Given the reactants [H-].[Na+].[CH3:3][N:4]([CH3:10])[CH2:5][CH:6]([OH:9])[CH2:7][OH:8].[CH2:11](Br)[CH2:12][CH2:13][CH2:14][CH2:15][CH2:16][CH2:17][CH2:18][CH2:19][CH2:20][CH2:21][CH2:22][CH2:23][CH3:24], predict the reaction product. The product is: [CH2:11]([O:8][CH2:7][CH:6]([O:9][CH2:24][CH2:23][CH2:22][CH2:21][CH2:20][CH2:19][CH2:18][CH2:17][CH2:16][CH2:15][CH2:14][CH2:13][CH2:12][CH3:11])[CH2:5][N:4]([CH3:10])[CH3:3])[CH2:12][CH2:13][CH2:14][CH2:15][CH2:16][CH2:17][CH2:18][CH2:19][CH2:20][CH2:21][CH2:22][CH2:23][CH3:24].